This data is from Full USPTO retrosynthesis dataset with 1.9M reactions from patents (1976-2016). The task is: Predict the reactants needed to synthesize the given product. (1) Given the product [CH2:16]([N:1]1[C:9]2[C:4](=[CH:5][CH:6]=[CH:7][CH:8]=2)[CH2:3][CH2:2]1)[C:17]1[CH:22]=[CH:21][CH:20]=[CH:19][CH:18]=1, predict the reactants needed to synthesize it. The reactants are: [NH:1]1[C:9]2[C:4](=[CH:5][CH:6]=[CH:7][CH:8]=2)[CH2:3][CH2:2]1.C([O-])([O-])=O.[K+].[K+].[CH2:16](Br)[C:17]1[CH:22]=[CH:21][CH:20]=[CH:19][CH:18]=1.[NH4+].[Cl-]. (2) Given the product [CH2:3]=[CH2:4].[CH2:7]=[CH:6][CH3:8].[CH:6]([CH:8]1[CH2:13][CH:12]2[CH2:14][CH:9]1[CH:10]=[CH:11]2)=[CH2:7], predict the reactants needed to synthesize it. The reactants are: C=C.[CH2:3]=[CH:4]C.[CH:6]([CH:8]1[CH2:13][CH:12]2[CH2:14][CH:9]1[CH:10]=[CH:11]2)=[CH2:7].[H][H].